This data is from Full USPTO retrosynthesis dataset with 1.9M reactions from patents (1976-2016). The task is: Predict the reactants needed to synthesize the given product. (1) Given the product [C:30]([C:29]1[CH:33]=[C:25]([C:24]2[C:19]([C@@H:9]([NH:8][C:53]([C@@H:43]3[CH2:44][CH2:45][C@H:46]([C:47]4[CH:48]=[CH:49][CH:50]=[CH:51][CH:52]=4)[N:42]3[C:40]([O:39][C:35]([CH3:38])([CH3:37])[CH3:36])=[O:41])=[O:54])[CH2:10][C:11]3[CH:12]=[C:13]([F:18])[CH:14]=[C:15]([F:17])[CH:16]=3)=[N:20][CH:21]=[CH:22][CH:23]=2)[CH:26]=[CH:27][C:28]=1[F:34])(=[O:31])[NH2:32], predict the reactants needed to synthesize it. The reactants are: FC(F)(F)C(O)=O.[NH2:8][C@H:9]([C:19]1[C:24]([C:25]2[CH:26]=[CH:27][C:28]([F:34])=[C:29]([CH:33]=2)[C:30]([NH2:32])=[O:31])=[CH:23][CH:22]=[CH:21][N:20]=1)[CH2:10][C:11]1[CH:16]=[C:15]([F:17])[CH:14]=[C:13]([F:18])[CH:12]=1.[C:35]([O:39][C:40]([N:42]1[C@@H:46]([C:47]2[CH:52]=[CH:51][CH:50]=[CH:49][CH:48]=2)[CH2:45][CH2:44][C@H:43]1[C:53](O)=[O:54])=[O:41])([CH3:38])([CH3:37])[CH3:36]. (2) Given the product [CH3:1][C:2]1([CH3:8])[C:6](=[N:15][S:13]([C:10]([CH3:12])([CH3:11])[CH3:9])=[O:14])[CH2:5][CH2:4][O:3]1, predict the reactants needed to synthesize it. The reactants are: [CH3:1][C:2]1([CH3:8])[C:6](=O)[CH2:5][CH2:4][O:3]1.[CH3:9][C:10]([S:13]([NH2:15])=[O:14])([CH3:12])[CH3:11].